Predict which catalyst facilitates the given reaction. From a dataset of Catalyst prediction with 721,799 reactions and 888 catalyst types from USPTO. (1) Reactant: FC(F)(F)C(O)=O.[F:8][C:9]1[C:10]([S:26][C:27]2[N:31]3[N:32]=[C:33]([C:36]4[CH:41]=[CH:40][C:39]([F:42])=[CH:38][CH:37]=4)[CH:34]=[CH:35][C:30]3=[N:29][N:28]=2)=[CH:11][C:12]2[S:16][C:15]([NH:17]C(=O)OC(C)(C)C)=[N:14][C:13]=2[CH:25]=1. Product: [F:8][C:9]1[C:10]([S:26][C:27]2[N:31]3[N:32]=[C:33]([C:36]4[CH:37]=[CH:38][C:39]([F:42])=[CH:40][CH:41]=4)[CH:34]=[CH:35][C:30]3=[N:29][N:28]=2)=[CH:11][C:12]2[S:16][C:15]([NH2:17])=[N:14][C:13]=2[CH:25]=1. The catalyst class is: 4. (2) Reactant: [F:1][C:2]([F:6])([F:5])[CH2:3][OH:4].[H-].[Na+].Cl[C:10]1[CH:15]=[CH:14][N:13]=[C:12]([S:16][CH3:17])[N:11]=1.[Cl-].N. Product: [CH3:17][S:16][C:12]1[N:13]=[C:14]([O:4][CH2:3][C:2]([F:6])([F:5])[F:1])[CH:15]=[CH:10][N:11]=1. The catalyst class is: 9. (3) Reactant: [Br:1][C:2]1[CH:3]=[CH:4][C:5]2[N:6]([C:8](=[O:11])[NH:9][N:10]=2)[CH:7]=1.C([O-])([O-])=O.[K+].[K+].F[C:19]1[CH:24]=[CH:23][CH:22]=[CH:21][N:20]=1. Product: [Br:1][C:2]1[CH:3]=[CH:4][C:5]2[N:6]([C:8](=[O:11])[N:9]([C:19]3[CH:24]=[CH:23][CH:22]=[CH:21][N:20]=3)[N:10]=2)[CH:7]=1. The catalyst class is: 6. (4) The catalyst class is: 8. Reactant: [CH:1]1[C:10]2[C:5](=[C:6]([NH:11][C@@H:12]3[CH2:16][CH2:15][N:14]([CH2:17][C:18]4[CH:19]=[C:20]([CH:25]=[CH:26][CH:27]=4)[O:21][CH2:22][CH2:23][OH:24])[CH2:13]3)[CH:7]=[CH:8][CH:9]=2)[CH:4]=[CH:3][N:2]=1.[OH:28][C:29]1[CH:37]=[CH:36][C:35]([OH:38])=[CH:34][C:30]=1[C:31]([OH:33])=[O:32]. Product: [OH:28][C:29]1[CH:37]=[CH:36][C:35]([OH:38])=[CH:34][C:30]=1[C:31]([OH:33])=[O:32].[CH:1]1[C:10]2[C:5](=[C:6]([NH:11][C@@H:12]3[CH2:16][CH2:15][N:14]([CH2:17][C:18]4[CH:19]=[C:20]([CH:25]=[CH:26][CH:27]=4)[O:21][CH2:22][CH2:23][OH:24])[CH2:13]3)[CH:7]=[CH:8][CH:9]=2)[CH:4]=[CH:3][N:2]=1.